This data is from Full USPTO retrosynthesis dataset with 1.9M reactions from patents (1976-2016). The task is: Predict the reactants needed to synthesize the given product. (1) The reactants are: [NH2:1][C:2]1[C:3](=[O:15])[NH:4][C:5](=[S:14])[N:6]([CH2:9][CH2:10][CH2:11][CH2:12][CH3:13])[C:7]=1[NH2:8].[CH:16]1([C:20](O)=[O:21])[CH2:19][CH2:18][CH2:17]1.F[P-](F)(F)(F)(F)F.N1(O[P+](N(C)C)(N(C)C)N(C)C)C2C=CC=CC=2N=N1.C(N(CC)CC)C. Given the product [NH2:1][C:2]1[C:3](=[O:15])[NH:4][C:5](=[S:14])[N:6]([CH2:9][CH2:10][CH2:11][CH2:12][CH3:13])[C:7]=1[NH:8][C:20]([CH:16]1[CH2:19][CH2:18][CH2:17]1)=[O:21], predict the reactants needed to synthesize it. (2) Given the product [C:23]([NH:1][C@H:2]1[CH2:7][CH2:6][CH2:5][N:4]([C:8]2[C:16]([F:17])=[CH:15][C:14]([C:18]([NH2:20])=[O:19])=[C:13]3[C:9]=2[C:10]([CH3:22])=[C:11]([CH3:21])[NH:12]3)[CH2:3]1)(=[O:27])[C:24]#[C:25][CH3:26], predict the reactants needed to synthesize it. The reactants are: [NH2:1][C@H:2]1[CH2:7][CH2:6][CH2:5][N:4]([C:8]2[C:16]([F:17])=[CH:15][C:14]([C:18]([NH2:20])=[O:19])=[C:13]3[C:9]=2[C:10]([CH3:22])=[C:11]([CH3:21])[NH:12]3)[CH2:3]1.[C:23](O)(=[O:27])[C:24]#[C:25][CH3:26].CN(C(ON1N=NC2C=CC=NC1=2)=[N+](C)C)C.F[P-](F)(F)(F)(F)F.CCN(C(C)C)C(C)C.